Dataset: NCI-60 drug combinations with 297,098 pairs across 59 cell lines. Task: Regression. Given two drug SMILES strings and cell line genomic features, predict the synergy score measuring deviation from expected non-interaction effect. (1) Drug 1: C1=NC2=C(N=C(N=C2N1C3C(C(C(O3)CO)O)O)F)N. Drug 2: C1=CC=C(C(=C1)C(C2=CC=C(C=C2)Cl)C(Cl)Cl)Cl. Cell line: MOLT-4. Synergy scores: CSS=48.5, Synergy_ZIP=7.89, Synergy_Bliss=14.4, Synergy_Loewe=-27.3, Synergy_HSA=6.71. (2) Drug 1: CC1=C(C(CCC1)(C)C)C=CC(=CC=CC(=CC(=O)O)C)C. Drug 2: C1=CN(C=N1)CC(O)(P(=O)(O)O)P(=O)(O)O. Cell line: SK-MEL-28. Synergy scores: CSS=0.00350, Synergy_ZIP=-0.973, Synergy_Bliss=0.981, Synergy_Loewe=-2.37, Synergy_HSA=-1.73.